Predict the reactants needed to synthesize the given product. From a dataset of Full USPTO retrosynthesis dataset with 1.9M reactions from patents (1976-2016). (1) Given the product [NH:60]([C:30](=[O:31])[CH:29]([C:26]1[CH:25]=[CH:24][C:23]([C:21]([NH:20][C:10]2[CH:11]=[C:12]([C:15]3[CH:19]=[CH:18][S:17][CH:16]=3)[CH:13]=[CH:14][C:9]=2[NH:8][C:6](=[O:7])[O:5][C:1]([CH3:2])([CH3:3])[CH3:4])=[O:22])=[CH:28][CH:27]=1)[CH2:33][NH:34][C:35]([NH:37][CH3:38])=[O:36])[C:61]1[CH:66]=[CH:65][CH:64]=[CH:63][CH:62]=1, predict the reactants needed to synthesize it. The reactants are: [C:1]([O:5][C:6]([NH:8][C:9]1[CH:14]=[CH:13][C:12]([C:15]2[CH:19]=[CH:18][S:17][CH:16]=2)=[CH:11][C:10]=1[NH:20][C:21]([C:23]1[CH:28]=[CH:27][C:26]([CH:29]([CH2:33][NH:34][C:35]([NH:37][CH3:38])=[O:36])[C:30](O)=[O:31])=[CH:25][CH:24]=1)=[O:22])=[O:7])([CH3:4])([CH3:3])[CH3:2].CCN=C=NCCCN(C)C.C1C=CC2N(O)N=NC=2C=1.[NH2:60][C:61]1[CH:66]=[CH:65][CH:64]=[CH:63][CH:62]=1. (2) Given the product [ClH:12].[Cl:12][C:11]1[CH:7]=[C:3]([C:4]([NH2:6])=[O:5])[C:1](=[NH:2])[N:15]([C@H:16]2[C:24]3[C:19](=[CH:20][CH:21]=[CH:22][CH:23]=3)[CH2:18][C@@H:17]2[OH:25])[CH:10]=1, predict the reactants needed to synthesize it. The reactants are: [C:1]([CH:3]([CH:7]1[C:11]([Cl:12])=[C:10](Cl)C(=O)O1)[C:4]([NH2:6])=[O:5])#[N:2].[NH2:15][C@H:16]1[C:24]2[C:19](=[CH:20][CH:21]=[CH:22][CH:23]=2)[CH2:18][C@@H:17]1[OH:25].C(N(C(C)C)CC)(C)C.[OH-].[Na+]. (3) Given the product [C:8]([C:4]1[CH:3]=[C:2]([NH:1][C:28]([NH:27][C:23]2[CH:24]=[CH:25][CH:26]=[C:21]([C:20]#[C:19][C:16]3[CH:15]=[N:14][C:13]([Cl:12])=[N:18][CH:17]=3)[CH:22]=2)=[O:29])[N:6]([CH3:7])[N:5]=1)([CH3:11])([CH3:10])[CH3:9], predict the reactants needed to synthesize it. The reactants are: [NH2:1][C:2]1[N:6]([CH3:7])[N:5]=[C:4]([C:8]([CH3:11])([CH3:10])[CH3:9])[CH:3]=1.[Cl:12][C:13]1[N:18]=[CH:17][C:16]([C:19]#[C:20][C:21]2[CH:22]=[C:23]([NH:27][C:28](=O)[O:29]C3C=CC=CC=3)[CH:24]=[CH:25][CH:26]=2)=[CH:15][N:14]=1.